From a dataset of Forward reaction prediction with 1.9M reactions from USPTO patents (1976-2016). Predict the product of the given reaction. (1) The product is: [Cl:1][C:2]1[CH:7]=[CH:6][CH:5]=[C:4]([Cl:8])[C:3]=1[C:9](=[O:33])[CH2:10][C:11]1[CH:16]=[C:15]([C:17]2[N:21]([CH2:22][CH3:23])[N:20]=[C:19]([C:24]3[CH:25]=[N:26][CH:27]=[CH:28][CH:29]=3)[N:18]=2)[CH:14]=[CH:13][C:12]=1[N+:30]([O-:32])=[O:31]. Given the reactants [Cl:1][C:2]1[CH:7]=[CH:6][CH:5]=[C:4]([Cl:8])[C:3]=1[CH:9]([OH:33])[CH2:10][C:11]1[CH:16]=[C:15]([C:17]2[N:21]([CH2:22][CH3:23])[N:20]=[C:19]([C:24]3[CH:25]=[N:26][CH:27]=[CH:28][CH:29]=3)[N:18]=2)[CH:14]=[CH:13][C:12]=1[N+:30]([O-:32])=[O:31].CC(OI1(OC(C)=O)(OC(C)=O)OC(=O)C2C=CC=CC1=2)=O, predict the reaction product. (2) Given the reactants [Cl:1][C:2]1[C:3]([N:8]2[C:12]([C:13]([O-:15])=[O:14])=[CH:11][C:10]([C:16]([F:19])([F:18])[F:17])=[N:9]2)=[N:4][CH:5]=[CH:6][CH:7]=1.Cl, predict the reaction product. The product is: [Cl:1][C:2]1[C:3]([N:8]2[C:12]([C:13]([OH:15])=[O:14])=[CH:11][C:10]([C:16]([F:19])([F:17])[F:18])=[N:9]2)=[N:4][CH:5]=[CH:6][CH:7]=1. (3) Given the reactants [H-].[Na+].[NH:3]1[C:11]2[C:6](=[CH:7][CH:8]=[C:9]([C:12]([O:14][CH2:15][CH3:16])=[O:13])[CH:10]=2)[CH:5]=[C:4]1[C:17]([O:19][CH2:20][CH3:21])=[O:18].[CH3:22][CH:23]1OS(=O)(=O)[N:26]([C:31]([O:33][C:34]([CH3:37])([CH3:36])[CH3:35])=[O:32])[CH2:25][CH2:24]1.[NH4+].[Cl-], predict the reaction product. The product is: [C:34]([O:33][C:31]([NH:26][CH2:25][CH2:24][CH:23]([N:3]1[C:11]2[C:6](=[CH:7][CH:8]=[C:9]([C:12]([O:14][CH2:15][CH3:16])=[O:13])[CH:10]=2)[CH:5]=[C:4]1[C:17]([O:19][CH2:20][CH3:21])=[O:18])[CH3:22])=[O:32])([CH3:37])([CH3:36])[CH3:35]. (4) Given the reactants [Cl:1][C:2]1[C:7]([Cl:8])=[C:6]([S:9](=[O:18])(=[O:17])[NH:10][C@@H:11]([CH3:16])[C:12]([F:15])([F:14])[F:13])[CH:5]=[CH:4][C:3]=1[C:19]1[S:23][C:22]([C:24](=[N:26][OH:27])[NH2:25])=[N:21][C:20]=1[C:28]([N:30]1[CH2:35][CH2:34][CH:33]([F:36])[CH2:32][CH2:31]1)=[O:29].Cl[C:38](Cl)([O:40]C(=O)OC(Cl)(Cl)Cl)Cl, predict the reaction product. The product is: [Cl:8][C:7]1[C:2]([Cl:1])=[C:3]([C:19]2[S:23][C:22]([C:24]3[NH:25][C:38](=[O:40])[O:27][N:26]=3)=[N:21][C:20]=2[C:28]([N:30]2[CH2:31][CH2:32][CH:33]([F:36])[CH2:34][CH2:35]2)=[O:29])[CH:4]=[CH:5][C:6]=1[S:9]([NH:10][C@@H:11]([CH3:16])[C:12]([F:13])([F:15])[F:14])(=[O:18])=[O:17]. (5) Given the reactants [OH:1][N:2]=[C:3](Cl)[C:4]1[CH:9]=[CH:8][C:7]([O:10][C:11]([F:14])([F:13])[F:12])=[CH:6][CH:5]=1.[C:16]([O:20][CH3:21])(=[O:19])[C:17]#[CH:18].CCN(CC)CC, predict the reaction product. The product is: [F:12][C:11]([F:14])([F:13])[O:10][C:7]1[CH:8]=[CH:9][C:4]([C:3]2[CH:18]=[C:17]([C:16]([O:20][CH3:21])=[O:19])[O:1][N:2]=2)=[CH:5][CH:6]=1.